Predict which catalyst facilitates the given reaction. From a dataset of Catalyst prediction with 721,799 reactions and 888 catalyst types from USPTO. (1) Reactant: [N+:1]([C:4]1[C:5]([C:13]([O:15][CH3:16])=[O:14])=[N:6][NH:7][C:8]=1[C:9]([O:11][CH3:12])=[O:10])([O-:3])=[O:2].Br[CH2:18][CH2:19][NH:20][C:21](=[O:27])[O:22][C:23]([CH3:26])([CH3:25])[CH3:24].C(=O)([O-])[O-].[K+].[K+]. Product: [C:23]([O:22][C:21]([NH:20][CH2:19][CH2:18][N:7]1[C:8]([C:9]([O:11][CH3:12])=[O:10])=[C:4]([N+:1]([O-:3])=[O:2])[C:5]([C:13]([O:15][CH3:16])=[O:14])=[N:6]1)=[O:27])([CH3:26])([CH3:25])[CH3:24]. The catalyst class is: 6. (2) Product: [CH2:2]([O:3][C:4]([C:6]1[NH:7][C:8]2[C:13]([CH:14]=1)=[CH:12][C:11]([C:15]([N:46]1[CH2:47][CH2:48][N:43]([CH:40]([CH3:42])[CH3:41])[CH2:44][CH2:45]1)=[O:17])=[CH:10][CH:9]=2)=[O:5])[CH3:1]. Reactant: [CH3:1][CH2:2][O:3][C:4]([C:6]1[NH:7][C:8]2[C:13]([CH:14]=1)=[CH:12][C:11]([C:15]([OH:17])=O)=[CH:10][CH:9]=2)=[O:5].F[B-](F)(F)F.N1(OC(N(C)C)=[N+](C)C)C2C=CC=CC=2N=N1.[CH:40]([N:43]1[CH2:48][CH2:47][NH:46][CH2:45][CH2:44]1)([CH3:42])[CH3:41].C(N(CC)C(C)C)(C)C.C(=O)(O)[O-].[Na+]. The catalyst class is: 9. (3) Reactant: [C:1]([O:5][C:6]([N:8]1[CH2:13][CH2:12][CH:11]([C:14]2[NH:15][CH:16]=[CH:17][N:18]=2)[CH2:10][CH2:9]1)=[O:7])([CH3:4])([CH3:3])[CH3:2].[OH-].[K+].Br[CH2:22][CH2:23][O:24][CH:25]1[CH2:30][CH2:29][CH2:28][CH2:27][O:26]1. Product: [C:1]([O:5][C:6]([N:8]1[CH2:9][CH2:10][CH:11]([C:14]2[N:18]([CH2:22][CH2:23][O:24][CH:25]3[CH2:30][CH2:29][CH2:28][CH2:27][O:26]3)[CH:17]=[CH:16][N:15]=2)[CH2:12][CH2:13]1)=[O:7])([CH3:4])([CH3:2])[CH3:3]. The catalyst class is: 16.